The task is: Predict the product of the given reaction.. This data is from Forward reaction prediction with 1.9M reactions from USPTO patents (1976-2016). (1) Given the reactants [NH:1]1[CH:5]=[C:4]([C:6]([OH:8])=O)[N:3]=[N:2]1.CCN(C(C)C)C(C)C.CN(C(ON1N=NC2C=CC=NC1=2)=[N+](C)C)C.F[P-](F)(F)(F)(F)F.[CH2:42]([O:49][C:50]([CH2:52][O:53][C:54](=[O:75])[C@@:55]([CH2:73][OH:74])([CH3:72])[CH2:56][C@H:57]([NH2:71])[CH2:58][C:59]1[CH:64]=[CH:63][C:62]([C:65]2[CH:70]=[CH:69][CH:68]=[CH:67][CH:66]=2)=[CH:61][CH:60]=1)=[O:51])[C:43]1[CH:48]=[CH:47][CH:46]=[CH:45][CH:44]=1, predict the reaction product. The product is: [CH2:42]([O:49][C:50]([CH2:52][O:53][C:54](=[O:75])[C@@:55]([CH2:73][OH:74])([CH3:72])[CH2:56][C@H:57]([NH:71][C:6]([C:4]1[NH:3][N:2]=[N:1][CH:5]=1)=[O:8])[CH2:58][C:59]1[CH:60]=[CH:61][C:62]([C:65]2[CH:70]=[CH:69][CH:68]=[CH:67][CH:66]=2)=[CH:63][CH:64]=1)=[O:51])[C:43]1[CH:44]=[CH:45][CH:46]=[CH:47][CH:48]=1. (2) Given the reactants [NH2:1][C:2]1[C:6]([C:7]#[N:8])=[CH:5][NH:4][N:3]=1.C([O-])([O-])=O.[K+].[K+].Br[CH:16]1[CH2:20][CH2:19][CH2:18][CH2:17]1, predict the reaction product. The product is: [NH2:1][C:2]1[C:6]([C:7]#[N:8])=[CH:5][N:4]([CH:16]2[CH2:20][CH2:19][CH2:18][CH2:17]2)[N:3]=1. (3) Given the reactants [Br:1][C:2]1[CH:7]=[CH:6][C:5]([OH:8])=[C:4]([CH:9]2[CH2:11][CH2:10]2)[CH:3]=1.[OH-].[Na+].Cl[CH:15]([F:17])[F:16], predict the reaction product. The product is: [Br:1][C:2]1[CH:7]=[CH:6][C:5]([O:8][CH:15]([F:17])[F:16])=[C:4]([CH:9]2[CH2:11][CH2:10]2)[CH:3]=1. (4) Given the reactants [BH4-].[Li+].C[O:4][C:5](=[O:24])[CH:6]([C:11]1[C:12]([F:23])=[CH:13][CH:14]=[C:15]2[C:20]=1[N:19]=[C:18]([O:21][CH3:22])[CH:17]=[CH:16]2)[C:7](OC)=O.CO.Cl, predict the reaction product. The product is: [F:23][C:12]1[C:11]([CH:6]([CH3:7])[CH:5]([OH:24])[OH:4])=[C:20]2[C:15]([CH:16]=[CH:17][C:18]([O:21][CH3:22])=[N:19]2)=[CH:14][CH:13]=1. (5) Given the reactants [Cl:1][C:2]1[C:3]([N:11]2[CH:21]=[C:14]3[C:15](Cl)=[N:16][CH:17]=[C:18]([F:19])[C:13]3=[N:12]2)=[C:4]([CH:7]=[C:8]([F:10])[CH:9]=1)[C:5]#[N:6].[CH3:22][C:23]1[N:28]=[CH:27][N:26]=[C:25]([NH2:29])[CH:24]=1.CC1(C)C2C(=C(P(C3C=CC=CC=3)C3C=CC=CC=3)C=CC=2)OC2C(P(C3C=CC=CC=3)C3C=CC=CC=3)=CC=CC1=2.C(=O)([O-])[O-].[Cs+].[Cs+], predict the reaction product. The product is: [Cl:1][C:2]1[C:3]([N:11]2[CH:21]=[C:14]3[C:15]([NH:29][C:25]4[CH:24]=[C:23]([CH3:22])[N:28]=[CH:27][N:26]=4)=[N:16][CH:17]=[C:18]([F:19])[C:13]3=[N:12]2)=[C:4]([CH:7]=[C:8]([F:10])[CH:9]=1)[C:5]#[N:6]. (6) Given the reactants [F:1][C:2]1[CH:11]=[C:10]2[C:5]([C:6](=O)[CH2:7][C:8]([CH3:13])([CH3:12])[O:9]2)=[CH:4][CH:3]=1.C[Si](C#N)(C)C.[C:21]([O:24]CC)(=[O:23])C, predict the reaction product. The product is: [F:1][C:2]1[CH:11]=[C:10]2[C:5]([CH:6]([C:21]([OH:24])=[O:23])[CH2:7][C:8]([CH3:13])([CH3:12])[O:9]2)=[CH:4][CH:3]=1. (7) Given the reactants [CH2:1]1[CH:6]2[CH2:7][N:8]3[C:13](=[O:14])[C:12]([OH:15])=[C:11]([C:16]([NH:18][CH2:19][C:20]4[CH:25]=[CH:24][C:23]([F:26])=[CH:22][CH:21]=4)=[O:17])[N:10]=[C:9]3[C:3]([NH2:27])([CH2:4][O:5]2)[CH2:2]1.CCN(CC)CC.[C:35](Cl)(=[O:37])[CH3:36], predict the reaction product. The product is: [CH3:36][C:35]([NH:27][C:3]12[CH2:4][O:5][CH:6]([CH2:7][N:8]3[C:13](=[O:14])[C:12]([OH:15])=[C:11]([C:16]([NH:18][CH2:19][C:20]4[CH:21]=[CH:22][C:23]([F:26])=[CH:24][CH:25]=4)=[O:17])[N:10]=[C:9]31)[CH2:1][CH2:2]2)=[O:37]. (8) Given the reactants C[O:2][C:3](=[O:36])[CH2:4][O:5][C:6]1[CH:11]=[C:10]([Cl:12])[C:9]([C:13]2[NH:17][C:16]3[CH:18]=[C:19]([C:22](=[O:34])[NH:23][C:24]4[CH:33]=[CH:32][C:31]5[C:26](=[CH:27][CH:28]=[CH:29][CH:30]=5)[N:25]=4)[CH:20]=[CH:21][C:15]=3[N:14]=2)=[C:8]([Cl:35])[CH:7]=1.[OH-].[Na+].Cl, predict the reaction product. The product is: [Cl:35][C:8]1[CH:7]=[C:6]([CH:11]=[C:10]([Cl:12])[C:9]=1[C:13]1[NH:17][C:16]2[CH:18]=[C:19]([C:22](=[O:34])[NH:23][C:24]3[CH:33]=[CH:32][C:31]4[C:26](=[CH:27][CH:28]=[CH:29][CH:30]=4)[N:25]=3)[CH:20]=[CH:21][C:15]=2[N:14]=1)[O:5][CH2:4][C:3]([OH:36])=[O:2]. (9) Given the reactants Cl.[CH2:2]1[C:6]2([CH2:10][CH2:9][NH:8][CH2:7]2)[CH2:5][CH2:4][O:3]1.C(N(CC)CC)C.[CH3:18][C:19]1[CH:26]=[C:25]([O:27][CH:28]2[CH2:31][N:30]([C:32]([C:34]3[O:35][C:36]([C:39]4[CH:44]=[CH:43][CH:42]=[CH:41][CH:40]=4)=[N:37][N:38]=3)=[O:33])[CH2:29]2)[CH:24]=[CH:23][C:20]=1[CH:21]=O.[Na].C([O-])(O)=O.[Na+], predict the reaction product. The product is: [CH2:2]1[C:6]2([CH2:10][CH2:9][N:8]([CH2:21][C:20]3[CH:23]=[CH:24][C:25]([O:27][CH:28]4[CH2:31][N:30]([C:32]([C:34]5[O:35][C:36]([C:39]6[CH:44]=[CH:43][CH:42]=[CH:41][CH:40]=6)=[N:37][N:38]=5)=[O:33])[CH2:29]4)=[CH:26][C:19]=3[CH3:18])[CH2:7]2)[CH2:5][CH2:4][O:3]1.